Dataset: Retrosynthesis with 50K atom-mapped reactions and 10 reaction types from USPTO. Task: Predict the reactants needed to synthesize the given product. (1) Given the product CN1CCN(c2c(F)c(N)c3c(=O)c(C(=O)O)cn(C4CC4)c3c2F)CC1, predict the reactants needed to synthesize it. The reactants are: CN(C)C=O.CN1CCN(c2c(F)c(F)c3c(=O)c(C(=O)O)cn(C4CC4)c3c2F)CC1. (2) Given the product C=CCc1cc(OCC(=O)OCC)ccc1O, predict the reactants needed to synthesize it. The reactants are: C=CCc1cc(OCC(=O)O)ccc1O.CCO. (3) Given the product COCCOc1nc(C(F)(F)F)ccc1C=CC(=O)NCc1cc(F)c(NS(C)(=O)=O)c(C#N)c1, predict the reactants needed to synthesize it. The reactants are: COCCOc1nc(C(F)(F)F)ccc1C=CC(=O)O.CS(=O)(=O)Nc1c(F)cc(CN)cc1C#N. (4) Given the product COC(=O)C[C@H](Nc1cc(Br)ccc1[N+](=O)[O-])C(=O)OC, predict the reactants needed to synthesize it. The reactants are: COC(=O)C[C@H](N)C(=O)OC.O=[N+]([O-])c1ccc(Br)cc1F. (5) Given the product CC(C)C1C2CCC1c1c(NC(=O)c3cn(C)nc3C(F)F)cccc12, predict the reactants needed to synthesize it. The reactants are: CC(C)C1C2CCC1c1c(N)cccc12.CCOC(=O)c1cn(C)nc1C(F)F. (6) Given the product CCCNC(=O)c1nnc2c(-c3cccc(C)c3)cccc2c1N, predict the reactants needed to synthesize it. The reactants are: CCCNC(=O)c1nnc2c(Br)cccc2c1N.Cc1cccc(B(O)O)c1. (7) Given the product Cc1cc2cc(Nc3ccnc4cc(-c5nccs5)sc34)ccc2[nH]1, predict the reactants needed to synthesize it. The reactants are: Cc1cc2cc(N)ccc2[nH]1.Clc1ccnc2cc(-c3nccs3)sc12.